From a dataset of Forward reaction prediction with 1.9M reactions from USPTO patents (1976-2016). Predict the product of the given reaction. (1) The product is: [Cl:1][C:2]1[CH:3]=[CH:4][C:5]2[C:14]([CH:15]=1)=[N:13][C:12]1[C:7](=[CH:8][CH:9]=[CH:10][CH:11]=1)[C:6]=2[NH:26][CH2:25][CH2:24][N:21]1[CH2:22][CH2:23][N:18]([CH3:17])[CH2:19][CH2:20]1. Given the reactants [Cl:1][C:2]1[CH:3]=[CH:4][C:5]2[C:14]([CH:15]=1)=[N:13][C:12]1[C:7](=[CH:8][CH:9]=[CH:10][CH:11]=1)[C:6]=2Cl.[CH3:17][N:18]1[CH2:23][CH2:22][N:21]([CH2:24][CH2:25][NH2:26])[CH2:20][CH2:19]1, predict the reaction product. (2) Given the reactants [NH2:1][C:2]1[S:3][C:4]2[CH:15]=[CH:14][CH:13]=[CH:12][C:5]=2[C:6]=1[C:7]([O:9][CH2:10][CH3:11])=[O:8].C1C(=O)N([Br:23])C(=O)C1, predict the reaction product. The product is: [NH2:1][C:2]1[S:3][C:4]2[CH:15]=[C:14]([Br:23])[CH:13]=[CH:12][C:5]=2[C:6]=1[C:7]([O:9][CH2:10][CH3:11])=[O:8]. (3) Given the reactants [C:1]1([S:7]([C:10]2[CH:23]=[CH:22][C:13]3[N:14]([C:18](=[O:21])[CH2:19]Cl)[CH2:15][CH2:16][O:17][C:12]=3[CH:11]=2)(=[O:9])=[O:8])[CH:6]=[CH:5][CH:4]=[CH:3][CH:2]=1.C(=O)([O-])[O-].[K+].[K+].[NH:30]1[CH:34]=[CH:33][N:32]=[CH:31]1.C(OCC)(=O)C, predict the reaction product. The product is: [C:1]1([S:7]([C:10]2[CH:23]=[CH:22][C:13]3[N:14]([C:18](=[O:21])[CH2:19][N:30]4[CH:34]=[CH:33][N:32]=[CH:31]4)[CH2:15][CH2:16][O:17][C:12]=3[CH:11]=2)(=[O:9])=[O:8])[CH:6]=[CH:5][CH:4]=[CH:3][CH:2]=1. (4) Given the reactants [CH2:1]([O:3][C:4]([C:6]1[N:7]=[C:8](Br)[C:9]2[N:10]([CH3:20])[C:11]3[C:16]([C:17]=2[C:18]=1[OH:19])=[CH:15][CH:14]=[CH:13][CH:12]=3)=[O:5])[CH3:2].[C:22]([Cu])#[N:23].[OH-].[NH4+].Cl, predict the reaction product. The product is: [CH2:1]([O:3][C:4]([C:6]1[N:7]=[C:8]([C:22]#[N:23])[C:9]2[N:10]([CH3:20])[C:11]3[C:16]([C:17]=2[C:18]=1[OH:19])=[CH:15][CH:14]=[CH:13][CH:12]=3)=[O:5])[CH3:2]. (5) Given the reactants C1CCN2C(=NCCC2)CC1.[Br:12][C:13]1[CH:14]=[C:15]2[C:20](=[CH:21][CH:22]=1)[C:19]([Cl:23])=[N:18][N:17]=[C:16]2Cl.Cl.[Cl:26][C:27]1[CH:28]=[C:29]([CH:32]=[CH:33][C:34]=1[O:35][CH3:36])[CH2:30][NH2:31].CN1CCCC1=O, predict the reaction product. The product is: [Br:12][C:13]1[CH:14]=[C:15]2[C:20](=[CH:21][CH:22]=1)[C:19]([Cl:23])=[N:18][N:17]=[C:16]2[NH:31][CH2:30][C:29]1[CH:32]=[CH:33][C:34]([O:35][CH3:36])=[C:27]([Cl:26])[CH:28]=1. (6) Given the reactants [F:1][C:2]([F:10])([F:9])[C@H:3]([CH3:8])[CH2:4][C:5](O)=[O:6].[Li].O.Cl, predict the reaction product. The product is: [F:1][C:2]([F:10])([F:9])[C@H:3]([CH3:8])[CH2:4][CH2:5][OH:6]. (7) The product is: [Br:21][CH2:16][C:14]1[N:15]=[C:10]([C:6]2[CH:7]=[CH:8][CH:9]=[C:4]([O:3][CH:2]([F:1])[F:20])[CH:5]=2)[C:11]([O:17][CH2:18][CH3:19])=[N:12][CH:13]=1. Given the reactants [F:1][CH:2]([F:20])[O:3][C:4]1[CH:5]=[C:6]([C:10]2[C:11]([O:17][CH2:18][CH3:19])=[N:12][CH:13]=[C:14]([CH3:16])[N:15]=2)[CH:7]=[CH:8][CH:9]=1.[Br:21]C1C(OCC)=NC=C(C)N=1.B(O)O.C([O-])([O-])=O.[Na+].[Na+], predict the reaction product.